Dataset: Catalyst prediction with 721,799 reactions and 888 catalyst types from USPTO. Task: Predict which catalyst facilitates the given reaction. (1) Product: [Cl:1][C:2]1[C:11]([C:26]2[S:27][C:28]([N+:31]([O-:33])=[O:32])=[CH:29][CH:30]=2)=[CH:10][C:9]([CH3:21])=[C:8]2[C:3]=1[CH:4]([CH3:24])[CH2:5][C:6]([CH3:22])([CH3:23])[NH:7]2. The catalyst class is: 25. Reactant: [Cl:1][C:2]1[C:11](B2OC(C)(C)C(C)(C)O2)=[CH:10][C:9]([CH3:21])=[C:8]2[C:3]=1[CH:4]([CH3:24])[CH2:5][C:6]([CH3:23])([CH3:22])[NH:7]2.Br[C:26]1[S:27][C:28]([N+:31]([O-:33])=[O:32])=[CH:29][CH:30]=1. (2) Reactant: [F:1][C:2]1[CH:7]=[C:6]([F:8])[CH:5]=[CH:4][C:3]=1[NH:9][C:10]1[C:19]2[C:14](=[CH:15][C:16]([O:26][CH3:27])=[C:17]([CH:20]3[CH2:25][CH2:24][NH:23][CH2:22][CH2:21]3)[CH:18]=2)[N:13]=[CH:12][C:11]=1[C:28]([O:30][CH2:31][CH3:32])=[O:29].[C:33](OC(=O)C)(=[O:35])[CH3:34]. Product: [C:33]([N:23]1[CH2:24][CH2:25][CH:20]([C:17]2[CH:18]=[C:19]3[C:14](=[CH:15][C:16]=2[O:26][CH3:27])[N:13]=[CH:12][C:11]([C:28]([O:30][CH2:31][CH3:32])=[O:29])=[C:10]3[NH:9][C:3]2[CH:4]=[CH:5][C:6]([F:8])=[CH:7][C:2]=2[F:1])[CH2:21][CH2:22]1)(=[O:35])[CH3:34]. The catalyst class is: 4. (3) Reactant: [Cl:1][C:2]1[CH:6]=[CH:5][S:4][C:3]=1[C:7]1[O:11][N:10]=[C:9]([C:12]2[CH:17]=[CH:16][C:15]([N+:18]([O-])=O)=[CH:14][CH:13]=2)[N:8]=1. Product: [NH2:18][C:15]1[CH:16]=[CH:17][C:12]([C:9]2[N:8]=[C:7]([C:3]3[S:4][CH:5]=[CH:6][C:2]=3[Cl:1])[O:11][N:10]=2)=[CH:13][CH:14]=1. The catalyst class is: 29. (4) Reactant: [F:1][C:2]1[CH:14]=[C:13]([N+:15]([O-])=O)[CH:12]=[CH:11][C:3]=1[CH2:4][N:5]1[CH2:10][CH2:9][O:8][CH2:7][CH2:6]1.C(O)C.O.NN. Product: [F:1][C:2]1[CH:14]=[C:13]([NH2:15])[CH:12]=[CH:11][C:3]=1[CH2:4][N:5]1[CH2:10][CH2:9][O:8][CH2:7][CH2:6]1. The catalyst class is: 446.